Dataset: Experimentally validated miRNA-target interactions with 360,000+ pairs, plus equal number of negative samples. Task: Binary Classification. Given a miRNA mature sequence and a target amino acid sequence, predict their likelihood of interaction. (1) The miRNA is hsa-miR-4794 with sequence UCUGGCUAUCUCACGAGACUGU. The protein sequence of the target gene is MAEGGFDPCECVCSHEHAMRRLINLLRQSQSYCTDTECLQELPGPSGDNGISVTMILVAWMVIALILFLLRPPNLRGSSLPGKPTSPHNGQDPPAPPVD. Result: 1 (interaction). (2) The miRNA is mmu-miR-679-5p with sequence GGACUGUGAGGUGACUCUUGGU. The protein sequence of the target gene is MTPARGSALSLALLLVALAADLAAGLKCVCLLCDSSNFTCQTEGACWASVMLTNGKEQVIKSCVSLPELNAQVFCHSSNNVTKTECCFTDFCNNITLHLPTASPNAPRLGPTELTVVITVPVCLLSIAAMLTIWACQDRQCTYRKTKRHNVEEALAEYSLVNAGKTLKDLIYDATASGSGSGLPLLVQRTIARTIVLQEIVGKGRFGEVWHGRWCGEDVAVKIFSSRDERSWFREAEIYQTVMLRHENILGFIAADNKDNGTWTQLWLVSEYHEQGSLYDYLNRNIVTVAGMVKLALSIA.... Result: 0 (no interaction).